From a dataset of NCI-60 drug combinations with 297,098 pairs across 59 cell lines. Regression. Given two drug SMILES strings and cell line genomic features, predict the synergy score measuring deviation from expected non-interaction effect. (1) Drug 1: CC1CCC2CC(C(=CC=CC=CC(CC(C(=O)C(C(C(=CC(C(=O)CC(OC(=O)C3CCCCN3C(=O)C(=O)C1(O2)O)C(C)CC4CCC(C(C4)OC)O)C)C)O)OC)C)C)C)OC. Drug 2: C1C(C(OC1N2C=NC3=C2NC=NCC3O)CO)O. Cell line: UO-31. Synergy scores: CSS=4.84, Synergy_ZIP=0.166, Synergy_Bliss=1.77, Synergy_Loewe=-14.7, Synergy_HSA=1.24. (2) Drug 1: CC1=C(C=C(C=C1)C(=O)NC2=CC(=CC(=C2)C(F)(F)F)N3C=C(N=C3)C)NC4=NC=CC(=N4)C5=CN=CC=C5. Drug 2: CC1CCC2CC(C(=CC=CC=CC(CC(C(=O)C(C(C(=CC(C(=O)CC(OC(=O)C3CCCCN3C(=O)C(=O)C1(O2)O)C(C)CC4CCC(C(C4)OC)OCCO)C)C)O)OC)C)C)C)OC. Cell line: T-47D. Synergy scores: CSS=12.1, Synergy_ZIP=0.463, Synergy_Bliss=1.21, Synergy_Loewe=-17.2, Synergy_HSA=-7.88. (3) Drug 1: COC1=NC(=NC2=C1N=CN2C3C(C(C(O3)CO)O)O)N. Drug 2: C1CC(=O)NC(=O)C1N2C(=O)C3=CC=CC=C3C2=O. Cell line: MDA-MB-231. Synergy scores: CSS=-4.52, Synergy_ZIP=4.86, Synergy_Bliss=3.50, Synergy_Loewe=-5.95, Synergy_HSA=-5.50. (4) Drug 1: C1CCN(CC1)CCOC2=CC=C(C=C2)C(=O)C3=C(SC4=C3C=CC(=C4)O)C5=CC=C(C=C5)O. Drug 2: C1=CC(=CC=C1CCC2=CNC3=C2C(=O)NC(=N3)N)C(=O)NC(CCC(=O)O)C(=O)O. Cell line: SNB-75. Synergy scores: CSS=8.87, Synergy_ZIP=-2.69, Synergy_Bliss=-5.95, Synergy_Loewe=-13.1, Synergy_HSA=-5.11. (5) Drug 1: CCCCC(=O)OCC(=O)C1(CC(C2=C(C1)C(=C3C(=C2O)C(=O)C4=C(C3=O)C=CC=C4OC)O)OC5CC(C(C(O5)C)O)NC(=O)C(F)(F)F)O. Drug 2: C1=NC2=C(N=C(N=C2N1C3C(C(C(O3)CO)O)F)Cl)N. Cell line: SK-MEL-5. Synergy scores: CSS=71.6, Synergy_ZIP=-1.77, Synergy_Bliss=-3.62, Synergy_Loewe=-1.56, Synergy_HSA=-0.738. (6) Drug 1: CNC(=O)C1=CC=CC=C1SC2=CC3=C(C=C2)C(=NN3)C=CC4=CC=CC=N4. Drug 2: C1=CC=C(C=C1)NC(=O)CCCCCCC(=O)NO. Cell line: SNB-19. Synergy scores: CSS=8.45, Synergy_ZIP=0.564, Synergy_Bliss=2.40, Synergy_Loewe=2.12, Synergy_HSA=1.79.